From a dataset of Peptide-MHC class II binding affinity with 134,281 pairs from IEDB. Regression. Given a peptide amino acid sequence and an MHC pseudo amino acid sequence, predict their binding affinity value. This is MHC class II binding data. (1) The peptide sequence is VTLRIRNVRFSDEGG. The MHC is HLA-DPA10201-DPB11401 with pseudo-sequence HLA-DPA10201-DPB11401. The binding affinity (normalized) is 0. (2) The peptide sequence is TKCYKLEHPVTGCGERTE. The MHC is DRB1_0301 with pseudo-sequence DRB1_0301. The binding affinity (normalized) is 0. (3) The peptide sequence is ERVLDCRTAFKPVLV. The MHC is DRB3_0301 with pseudo-sequence DRB3_0301. The binding affinity (normalized) is 0.496. (4) The peptide sequence is ILDLCYQLSMRIANQ. The MHC is DRB1_0701 with pseudo-sequence DRB1_0701. The binding affinity (normalized) is 0.777. (5) The peptide sequence is RFYKTLRAEQASQ. The MHC is DRB1_1501 with pseudo-sequence DRB1_1501. The binding affinity (normalized) is 0.460. (6) The peptide sequence is EKKYFAATQFEPLCA. The MHC is HLA-DQA10501-DQB10301 with pseudo-sequence HLA-DQA10501-DQB10301. The binding affinity (normalized) is 0.263. (7) The peptide sequence is AVKPAAEEVKVIPAG. The MHC is DRB1_0701 with pseudo-sequence DRB1_0701. The binding affinity (normalized) is 0.202. (8) The peptide sequence is TEAEDVIPEGWKADTSYESK. The MHC is DRB1_0802 with pseudo-sequence DRB1_0802. The binding affinity (normalized) is 0.245. (9) The peptide sequence is EKKYFAATQFEPQAA. The MHC is DRB1_0101 with pseudo-sequence DRB1_0101. The binding affinity (normalized) is 0.394. (10) The MHC is HLA-DPA10103-DPB10401 with pseudo-sequence HLA-DPA10103-DPB10401. The binding affinity (normalized) is 0.145. The peptide sequence is AAATAGDTVYGAFAA.